This data is from Catalyst prediction with 721,799 reactions and 888 catalyst types from USPTO. The task is: Predict which catalyst facilitates the given reaction. (1) Reactant: [CH2:1]([O:8][C:9]([NH:11][C@H:12]([C:21]([O:23][C:24]([CH3:27])([CH3:26])[CH3:25])=[O:22])[CH2:13][C:14]1[CH:15]=[N:16][C:17](Br)=[CH:18][CH:19]=1)=[O:10])[C:2]1[CH:7]=[CH:6][CH:5]=[CH:4][CH:3]=1.[CH3:28][O:29][C:30]1[CH:49]=[CH:48][C:33]([CH2:34][N:35]2[C:44]3[N:43]=[C:42]([CH2:45][CH2:46][OH:47])[CH:41]=[CH:40][C:39]=3[CH2:38][CH2:37][CH2:36]2)=[CH:32][CH:31]=1.C(=O)([O-])[O-].[Cs+].[Cs+].C(P(C(C)(C)C)C1C=CC2C(=CC=CC=2)C=1C1C2C(=CC=CC=2)C=CC=1)(C)(C)C. Product: [CH2:1]([O:8][C:9]([NH:11][C@H:12]([C:21]([O:23][C:24]([CH3:27])([CH3:26])[CH3:25])=[O:22])[CH2:13][C:14]1[CH:15]=[N:16][C:17]([O:47][CH2:46][CH2:45][C:42]2[CH:41]=[CH:40][C:39]3[CH2:38][CH2:37][CH2:36][N:35]([CH2:34][C:33]4[CH:32]=[CH:31][C:30]([O:29][CH3:28])=[CH:49][CH:48]=4)[C:44]=3[N:43]=2)=[CH:18][CH:19]=1)=[O:10])[C:2]1[CH:7]=[CH:6][CH:5]=[CH:4][CH:3]=1. The catalyst class is: 164. (2) Reactant: [N:1]1([C:8]([O:10][C:11]([CH3:14])([CH3:13])[CH3:12])=[O:9])[CH2:7][CH2:6][CH2:5][NH:4][CH2:3][CH2:2]1.[Cl:15][C:16]1[C:20](Cl)=[N:19][S:18][N:17]=1. Product: [C:11]([O:10][C:8]([N:1]1[CH2:7][CH2:6][CH2:5][N:4]([C:20]2[C:16]([Cl:15])=[N:17][S:18][N:19]=2)[CH2:3][CH2:2]1)=[O:9])([CH3:14])([CH3:13])[CH3:12]. The catalyst class is: 3. (3) Reactant: N1C2NC3C(C=2C(C2C=C(N[CH2:21][CH2:22][NH:23][C:24](=[O:30])[O:25][C:26]([CH3:29])([CH3:28])[CH3:27])C=CC=2)=CC=1)=CC=CC=3.Br[C:32]1[C:44]2[C:43]3[C:38](=[CH:39][CH:40]=[C:41]([CH3:45])[CH:42]=3)[NH:37][C:36]=2[N:35]=[CH:34][CH:33]=1.CC1(C)C(C)(C)OB([C:54]2[CH:55]=[C:56](NCCNC(=O)OC(C)(C)C)[CH:57]=[CH:58][CH:59]=2)O1.C(=O)([O-])[O-].[Na+].[Na+]. Product: [CH3:45][C:41]1[CH:42]=[C:43]2[C:38](=[CH:39][CH:40]=1)[NH:37][C:36]1[N:35]=[CH:34][CH:33]=[C:32]([C:58]3[CH:57]=[C:56]([CH:55]=[CH:54][CH:59]=3)[CH2:21][CH2:22][NH:23][C:24](=[O:30])[O:25][C:26]([CH3:29])([CH3:28])[CH3:27])[C:44]2=1. The catalyst class is: 203. (4) Reactant: [F:1][C:2]([F:7])([F:6])[C:3]([OH:5])=[O:4].[Cl:8][C:9]1[CH:18]=[CH:17][C:12]([C:13]([O:15]C)=[O:14])=[C:11]([C:19]2[N:20]=[CH:21][N:22]([C@@H:26]3[C:42]4[CH:43]=[C:38]([CH:39]=[CH:40][N:41]=4)[C:37]4[N:36]([CH3:44])[N:35]=[CH:34][C:33]=4[NH:32][C:31](=[O:45])[C@H:30]([CH3:46])[CH2:29][CH2:28][CH2:27]3)[C:23](=[O:25])[CH:24]=2)[CH:10]=1.B(Br)(Br)Br. Product: [F:1][C:2]([F:7])([F:6])[C:3]([OH:5])=[O:4].[Cl:8][C:9]1[CH:18]=[CH:17][C:12]([C:13]([OH:15])=[O:14])=[C:11]([C:19]2[N:20]=[CH:21][N:22]([C@@H:26]3[C:42]4[CH:43]=[C:38]([CH:39]=[CH:40][N:41]=4)[C:37]4[N:36]([CH3:44])[N:35]=[CH:34][C:33]=4[NH:32][C:31](=[O:45])[C@H:30]([CH3:46])[CH2:29][CH2:28][CH2:27]3)[C:23](=[O:25])[CH:24]=2)[CH:10]=1. The catalyst class is: 2. (5) Reactant: [CH2:1]([C:5]1[CH:10]=[CH:9][C:8]([CH:11]([CH3:25])[C:12]([NH:14][CH2:15][CH2:16][NH:17]C(=O)OC(C)(C)C)=[O:13])=[CH:7][CH:6]=1)[CH:2]([CH3:4])[CH3:3].[ClH:26]. Product: [Cl-:26].[CH2:1]([C:5]1[CH:10]=[CH:9][C:8]([CH:11]([CH3:25])[C:12]([NH:14][CH2:15][CH2:16][NH3+:17])=[O:13])=[CH:7][CH:6]=1)[CH:2]([CH3:4])[CH3:3]. The catalyst class is: 7. (6) Product: [OH:8][CH2:9][C:10]1[N:11]=[C:12]([C:15]2[CH:16]=[CH:17][C:18]([C:19]([O:21][C:22]([CH3:23])([CH3:25])[CH3:24])=[O:20])=[CH:26][CH:27]=2)[S:13][CH:14]=1. Reactant: [Si]([O:8][CH2:9][C:10]1[N:11]=[C:12]([C:15]2[CH:27]=[CH:26][C:18]([C:19]([O:21][C:22]([CH3:25])([CH3:24])[CH3:23])=[O:20])=[CH:17][CH:16]=2)[S:13][CH:14]=1)(C(C)(C)C)(C)C.F.F.F.C(N(CC)CC)C. The catalyst class is: 1.